This data is from Full USPTO retrosynthesis dataset with 1.9M reactions from patents (1976-2016). The task is: Predict the reactants needed to synthesize the given product. The reactants are: CC1C=C(N2CCN(CCOC3C=CC=CC=3)C2=O)SC=1C(O)=O.[F:25][C:26]1[CH:47]=[CH:46][C:29]([CH2:30][N:31]2[CH2:35][CH2:34][N:33]([C:36]3[S:40][C:39]([C:41]([OH:43])=O)=[C:38]([CH3:44])[CH:37]=3)[C:32]2=[O:45])=[CH:28][CH:27]=1.[Cl-].[N:49]1[C:58]2[C:53](=[CH:54][CH:55]=[CH:56][CH:57]=2)[CH:52]=[C:51]([CH2:59][NH3+:60])[CH:50]=1. Given the product [F:25][C:26]1[CH:47]=[CH:46][C:29]([CH2:30][N:31]2[CH2:35][CH2:34][N:33]([C:36]3[S:40][C:39]([C:41]([NH:60][CH2:59][C:51]4[CH:50]=[N:49][C:58]5[C:53]([CH:52]=4)=[CH:54][CH:55]=[CH:56][CH:57]=5)=[O:43])=[C:38]([CH3:44])[CH:37]=3)[C:32]2=[O:45])=[CH:28][CH:27]=1, predict the reactants needed to synthesize it.